Task: Predict the product of the given reaction.. Dataset: Forward reaction prediction with 1.9M reactions from USPTO patents (1976-2016) (1) The product is: [N:25]1([C:23]([N:20]2[CH2:19][CH2:18][CH:17]([CH2:16][N:12]([CH2:13][CH2:14][CH3:15])[CH:8]3[CH2:9][C:10]4[CH:11]=[C:2]([NH:1][C:31](=[O:35])[CH:32]([CH3:34])[CH3:33])[CH:3]=[CH:4][C:5]=4[CH2:6][CH2:7]3)[CH2:22][CH2:21]2)=[O:24])[CH2:30][CH2:29][O:28][CH2:27][CH2:26]1. Given the reactants [NH2:1][C:2]1[CH:11]=[C:10]2[C:5]([CH2:6][CH2:7][CH:8]([N:12]([CH2:16][CH:17]3[CH2:22][CH2:21][N:20]([C:23]([N:25]4[CH2:30][CH2:29][O:28][CH2:27][CH2:26]4)=[O:24])[CH2:19][CH2:18]3)[CH2:13][CH2:14][CH3:15])[CH2:9]2)=[CH:4][CH:3]=1.[C:31](Cl)(=[O:35])[CH:32]([CH3:34])[CH3:33], predict the reaction product. (2) Given the reactants Br[C:2]1[CH:23]=[CH:22][C:5]2[C:6]3[N:10]([CH2:11][CH2:12][O:13][C:4]=2[CH:3]=1)[CH:9]=[C:8]([C:14]1[N:15]([CH:19]([CH3:21])[CH3:20])[N:16]=[CH:17][N:18]=1)[N:7]=3.[NH2:24][CH2:25][C:26]([OH:28])=[O:27].O[C@H:30]1CN[C@H](C(O)=O)C1.P([O-])([O-])([O-])=O.[K+].[K+].[K+], predict the reaction product. The product is: [CH3:30][O:27][C:26](=[O:28])[CH2:25][NH:24][C:2]1[CH:23]=[CH:22][C:5]2[C:6]3[N:10]([CH2:11][CH2:12][O:13][C:4]=2[CH:3]=1)[CH:9]=[C:8]([C:14]1[N:15]([CH:19]([CH3:21])[CH3:20])[N:16]=[CH:17][N:18]=1)[N:7]=3. (3) The product is: [F:36][C:37]1[CH:38]=[CH:39][C:40]([I:45])=[CH:41][C:42]=1/[CH:43]=[CH:5]/[C:4]1[C:25]([CH3:29])=[CH:26][CH:27]=[CH:28][C:3]=1[CH3:2].[F:36][C:37]1[CH:38]=[CH:39][C:40]([I:45])=[CH:41][C:42]=1/[CH:43]=[CH:5]\[C:4]1[C:25]([CH3:29])=[CH:26][CH:27]=[CH:28][C:3]=1[CH3:2]. Given the reactants [Br-].[CH3:2][C:3]1[CH:28]=[CH:27][CH:26]=[C:25]([CH3:29])[C:4]=1[CH2:5][P+](C1C=CC=CC=1)(C1C=CC=CC=1)C1C=CC=CC=1.CC(C)([O-])C.[K+].[F:36][C:37]1[C:42]([CH:43]=O)=[CH:41][C:40]([I:45])=[CH:39][CH:38]=1, predict the reaction product. (4) Given the reactants N1CCOCC1.[F:7][C:8]1[CH:13]=[CH:12][CH:11]=[CH:10][C:9]=1[C:14]1[NH:18][C:17](SS[C:17]2[NH:18][C:14]([C:9]3[CH:10]=[CH:11][CH:12]=[CH:13][C:8]=3[F:7])=[CH:15][C:16]=2[C:35]#[N:36])=[C:16]([C:35]#[N:36])[CH:15]=1, predict the reaction product. The product is: [F:7][C:8]1[CH:13]=[CH:12][CH:11]=[CH:10][C:9]=1[C:14]1[NH:18][CH:17]=[C:16]([C:35]#[N:36])[CH:15]=1.